This data is from Full USPTO retrosynthesis dataset with 1.9M reactions from patents (1976-2016). The task is: Predict the reactants needed to synthesize the given product. (1) Given the product [Cl:1][C:2]1[CH:7]=[CH:6][CH:5]=[C:4]([Cl:8])[C:3]=1[C:9]1[C:18]2[O:17][CH:16]([CH2:19][NH2:20])[CH2:15][S:14](=[O:31])[C:13]=2[CH:12]=[C:11]([F:32])[CH:10]=1, predict the reactants needed to synthesize it. The reactants are: [Cl:1][C:2]1[CH:7]=[CH:6][CH:5]=[C:4]([Cl:8])[C:3]=1[C:9]1[C:18]2[O:17][CH:16]([CH2:19][N:20]3C(=O)C4C(=CC=CC=4)C3=O)[CH2:15][S:14](=[O:31])[C:13]=2[CH:12]=[C:11]([F:32])[CH:10]=1.O.NN. (2) The reactants are: [C:1]1([C:17]2[CH:22]=[CH:21][CH:20]=[CH:19][CH:18]=2)[CH:6]=[CH:5][C:4]([O:7][CH2:8][C:9]2[CH:10]=[C:11]([C:15]#[N:16])[O:12][C:13]=2[CH3:14])=[CH:3][CH:2]=1.[N-:23]=[N+:24]=[N-:25].[Na+].C(=O)([O-])[O-].[K+].[K+]. Given the product [C:1]1([C:17]2[CH:18]=[CH:19][CH:20]=[CH:21][CH:22]=2)[CH:2]=[CH:3][C:4]([O:7][CH2:8][C:9]2[CH:10]=[C:11]([C:15]3[NH:25][N:24]=[N:23][N:16]=3)[O:12][C:13]=2[CH3:14])=[CH:5][CH:6]=1, predict the reactants needed to synthesize it. (3) Given the product [C:2]1([C:30]2[CH:31]=[CH:32][CH:33]=[CH:34][CH:35]=2)[CH:3]=[CH:4][C:5]([C:8]([NH:10][CH2:11][CH2:12][O:13][C:14]2[CH:19]=[CH:18][C:17]([CH2:20][CH:21]([NH:27][CH2:28][CH3:29])[C:22]([OH:24])=[O:23])=[CH:16][CH:15]=2)=[O:9])=[CH:6][CH:7]=1, predict the reactants needed to synthesize it. The reactants are: Cl.[C:2]1([C:30]2[CH:35]=[CH:34][CH:33]=[CH:32][CH:31]=2)[CH:7]=[CH:6][C:5]([C:8]([NH:10][CH2:11][CH2:12][O:13][C:14]2[CH:19]=[CH:18][C:17]([CH2:20][CH:21]([NH:27][CH2:28][CH3:29])[C:22]([O:24]CC)=[O:23])=[CH:16][CH:15]=2)=[O:9])=[CH:4][CH:3]=1.[OH-].[Na+]. (4) Given the product [Cl:18][C:19]1[C:27]([CH2:28][S:8][C:3]2[CH:4]=[CH:5][CH:6]=[CH:7][C:2]=2[NH:1][C:37](=[O:39])[CH3:38])=[CH:26][C:22]2[O:23][CH2:24][O:25][C:21]=2[CH:20]=1, predict the reactants needed to synthesize it. The reactants are: [NH2:1][C:2]1[CH:7]=[CH:6][CH:5]=[CH:4][C:3]=1[SH:8].CCN(C(C)C)C(C)C.[Cl:18][C:19]1[C:27]([CH2:28]Cl)=[CH:26][C:22]2[O:23][CH2:24][O:25][C:21]=2[CH:20]=1.C(N(CC)CC)C.[C:37](Cl)(=[O:39])[CH3:38].C(O)C(N)(CO)CO. (5) Given the product [CH3:1][O:2][C:3]1[CH:8]=[C:7]([CH3:9])[C:6]([S:10]([N:13]2[CH2:18][CH2:17][CH2:16][CH2:15][CH:14]2[CH2:19][O:20][CH2:21][C:22]([OH:24])=[O:23])(=[O:12])=[O:11])=[C:5]([CH3:29])[CH:4]=1, predict the reactants needed to synthesize it. The reactants are: [CH3:1][O:2][C:3]1[CH:8]=[C:7]([CH3:9])[C:6]([S:10]([N:13]2[CH2:18][CH2:17][CH2:16][CH2:15][CH:14]2[CH2:19][O:20][CH2:21][C:22]([O:24]C(C)(C)C)=[O:23])(=[O:12])=[O:11])=[C:5]([CH3:29])[CH:4]=1.FC(F)(F)C(O)=O.